This data is from Reaction yield outcomes from USPTO patents with 853,638 reactions. The task is: Predict the reaction yield, written as a fraction of the theoretical maximum amount of product (1.0 means a 100% yield; for example, 0.34 means a 34% yield). (1) The reactants are [CH2:1]([N:5]1[C:13]2[C:12](=[O:14])[N:11]([CH3:15])[C:10]([O:16][C:17]3[CH:22]=[CH:21][CH:20]=[CH:19][C:18]=3[C:23](=[O:25])[NH2:24])=[N:9][C:8]=2[N:7]=[C:6]1[N:26]1[CH2:31][CH2:30][N:29](C(OC(C)(C)C)=O)[CH2:28][CH2:27]1)[C:2]#[C:3][CH3:4].[ClH:39].C(OCC)(=O)C. The catalyst is CO. The product is [ClH:39].[CH2:1]([N:5]1[C:13]2[C:12](=[O:14])[N:11]([CH3:15])[C:10]([O:16][C:17]3[CH:22]=[CH:21][CH:20]=[CH:19][C:18]=3[C:23]([NH2:24])=[O:25])=[N:9][C:8]=2[N:7]=[C:6]1[N:26]1[CH2:31][CH2:30][NH:29][CH2:28][CH2:27]1)[C:2]#[C:3][CH3:4]. The yield is 0.960. (2) The reactants are [Cl:1][C:2]1[C:3]([C:13]#[N:14])=[CH:4][C:5]([O:11][CH3:12])=[C:6]([CH:10]=1)[C:7](O)=[O:8].B.CSC.O. The catalyst is C1COCC1. The product is [Cl:1][C:2]1[CH:10]=[C:6]([CH2:7][OH:8])[C:5]([O:11][CH3:12])=[CH:4][C:3]=1[C:13]#[N:14]. The yield is 0.770. (3) The reactants are [O:1]=[C:2]1[C:7]([CH2:8][C:9]2[CH:14]=[CH:13][C:12]([C:15]3[C:16]([C:21]#[N:22])=[CH:17][CH:18]=[CH:19][CH:20]=3)=[CH:11][CH:10]=2)=[C:6]([CH2:23][CH2:24][CH3:25])[N:5]2[N:26]=[CH:27][CH:28]=[C:4]2[N:3]1[C@H:29]1[CH2:34][CH2:33][C@H:32]([O:35][CH2:36][C:37](=[O:39])[CH3:38])[CH2:31][CH2:30]1.[CH:40]1([Mg]Br)[CH2:42][CH2:41]1.C(OCC)(=O)C. The catalyst is O1CCCC1. The product is [CH:40]1([C:37]([OH:39])([CH3:38])[CH2:36][O:35][C@H:32]2[CH2:31][CH2:30][C@H:29]([N:3]3[C:2](=[O:1])[C:7]([CH2:8][C:9]4[CH:14]=[CH:13][C:12]([C:15]5[C:16]([C:21]#[N:22])=[CH:17][CH:18]=[CH:19][CH:20]=5)=[CH:11][CH:10]=4)=[C:6]([CH2:23][CH2:24][CH3:25])[N:5]4[N:26]=[CH:27][CH:28]=[C:4]34)[CH2:34][CH2:33]2)[CH2:42][CH2:41]1. The yield is 0.680.